Task: Predict the product of the given reaction.. Dataset: Forward reaction prediction with 1.9M reactions from USPTO patents (1976-2016) (1) Given the reactants C[N:2]([C:4]([O:8]N1N=NC2C=CC=NC1=2)=[N+](C)C)C.F[P-](F)(F)(F)(F)F.[C:25]([O:29][C:30]([NH:32][C:33]1[CH:41]=[C:40]([O:42][CH3:43])[C:36]([C:37]([OH:39])=O)=[C:35]([O:44][CH3:45])[CH:34]=1)=[O:31])([CH3:28])([CH3:27])[CH3:26].[NH2:46][CH2:47][CH2:48][N:49]1[CH2:54][CH2:53][N:52]([CH2:55][CH2:56][OH:57])[CH2:51][CH2:50]1.CCN(C(C)C)C(C)C, predict the reaction product. The product is: [NH3:2].[CH3:4][OH:8].[OH:57][CH2:56][CH2:55][N:52]1[CH2:53][CH2:54][N:49]([CH2:48][CH2:47][NH:46][C:37]([C:36]2[C:35]([O:44][CH3:45])=[CH:34][C:33]([NH:32][C:30](=[O:31])[O:29][C:25]([CH3:26])([CH3:27])[CH3:28])=[CH:41][C:40]=2[O:42][CH3:43])=[O:39])[CH2:50][CH2:51]1. (2) The product is: [Cl:16][C:17]1[N:18]=[C:19]([Cl:24])[N:20]=[C:21]([N:12]2[C:11]3[CH:10]=[CH:9][CH:8]=[CH:7][C:6]=3[C:5]3[C:13]2=[CH:1][CH:2]=[CH:3][CH:4]=3)[N:22]=1. Given the reactants [CH:1]1[C:13]2[NH:12][C:11]3[C:6](=[CH:7][CH:8]=[CH:9][CH:10]=3)[C:5]=2[CH:4]=[CH:3][CH:2]=1.[H-].[Na+].[Cl:16][C:17]1[N:22]=[C:21](Cl)[N:20]=[C:19]([Cl:24])[N:18]=1, predict the reaction product. (3) Given the reactants [C:1]([O:9][CH2:10][CH3:11])(=[O:8])[CH2:2][C:3]([O:5][CH2:6][CH3:7])=[O:4].[Mg].C(Cl)(Cl)(Cl)Cl.CC[O:20][CH2:21][CH3:22].[CH3:23][CH2:24]O, predict the reaction product. The product is: [CH2:10]([O:9][C:1](=[O:8])[CH:2]([C:21]([CH:22]1[CH2:24][CH2:23]1)=[O:20])[C:3]([O:5][CH2:6][CH3:7])=[O:4])[CH3:11]. (4) Given the reactants [N:1]1([C:12]([O:14][C:15]([CH3:18])([CH3:17])[CH3:16])=[O:13])[CH2:6][CH2:5][CH:4]([C:7]([O:9][CH2:10][CH3:11])=[O:8])[CH2:3][CH2:2]1.C[Si](C)(C)[N-][Si](C)(C)C.[K+].Br[CH2:30][CH:31]=[CH2:32].[Cl-].[NH4+], predict the reaction product. The product is: [CH2:32]([C:4]1([C:7]([O:9][CH2:10][CH3:11])=[O:8])[CH2:3][CH2:2][N:1]([C:12]([O:14][C:15]([CH3:17])([CH3:16])[CH3:18])=[O:13])[CH2:6][CH2:5]1)[CH:31]=[CH2:30]. (5) Given the reactants C([N:8]1[CH2:13][CH:12]=[C:11]([CH2:14][O:15][C:16]2[CH:21]=[C:20]([Br:22])[CH:19]=[CH:18][C:17]=2Br)[CH2:10][CH2:9]1)C1C=CC=CC=1.N(C(C)(C)C#N)=NC(C)(C)C#N.C([SnH](CCCC)CCCC)CCC.C(N1CCC2(C3C=CC(Br)=CC=3OC2)CC1)C1C=CC=CC=1.[Cl:71]C(OC(Cl)C)=O, predict the reaction product. The product is: [ClH:71].[Br:22][C:20]1[CH:19]=[CH:18][C:17]2[C:11]3([CH2:14][O:15][C:16]=2[CH:21]=1)[CH2:10][CH2:9][NH:8][CH2:13][CH2:12]3. (6) Given the reactants Cl[C:2]1[N:3]=[C:4]([O:11][C:12]2[CH:17]=[CH:16][CH:15]=[C:14]([N+:18]([O-:20])=[O:19])[CH:13]=2)[C:5]2[S:10][CH:9]=[CH:8][C:6]=2[N:7]=1.[CH3:21][N:22]1[CH2:27][CH2:26][N:25]([C:28]2[CH:29]=[CH:30][C:31]([NH2:34])=[N:32][CH:33]=2)[CH2:24][CH2:23]1.C(=O)([O-])[O-].[Cs+].[Cs+], predict the reaction product. The product is: [CH3:21][N:22]1[CH2:27][CH2:26][N:25]([C:28]2[CH:29]=[CH:30][C:31]([NH:34][C:2]3[N:3]=[C:4]([O:11][C:12]4[CH:17]=[CH:16][CH:15]=[C:14]([N+:18]([O-:20])=[O:19])[CH:13]=4)[C:5]4[S:10][CH:9]=[CH:8][C:6]=4[N:7]=3)=[N:32][CH:33]=2)[CH2:24][CH2:23]1. (7) Given the reactants [Br:1][C:2]1[C:3]([Cl:11])=[C:4]2[N:10]=[CH:9][NH:8][C:5]2=[N:6][CH:7]=1.[H-].[Na+].Cl[CH2:15][O:16][CH2:17][CH2:18][Si:19]([CH3:22])([CH3:21])[CH3:20].[Cl-].[Na+], predict the reaction product. The product is: [Br:1][C:2]1[C:3]([Cl:11])=[C:4]2[N:10]=[CH:9][N:8]([CH2:15][O:16][CH2:17][CH2:18][Si:19]([CH3:22])([CH3:21])[CH3:20])[C:5]2=[N:6][CH:7]=1. (8) The product is: [F:1][C:2]1[CH:7]=[CH:6][CH:5]=[CH:4][C:3]=1[C@:8]12[CH2:9][O:10][C@H:11]([C:12]([F:15])([F:14])[F:13])[C@H:16]1[CH2:17][O:19][NH:18]2. Given the reactants [F:1][C:2]1[CH:7]=[CH:6][CH:5]=[CH:4][C:3]=1[C:8](=[N:18][OH:19])[CH2:9][O:10][C@@H:11]([CH:16]=[CH2:17])[C:12]([F:15])([F:14])[F:13].C1(C=CC(O)=CC=1)O, predict the reaction product. (9) Given the reactants [CH2:1]([C:3]1[N:13](CC2C=CC3/C(=C(\C)/C#N)/C4C=CC=CC=4CCC=3C=2)[C:6]2=[N:7][C:8]([CH3:12])=[CH:9][C:10]([CH3:11])=[C:5]2[N:4]=1)[CH3:2].OCC1C=CC2/C(=C(\C)/C#N)/C3C=CC=CC=3CCC=2C=1, predict the reaction product. The product is: [CH2:1]([C:3]1[NH:13][C:6]2=[N:7][C:8]([CH3:12])=[CH:9][C:10]([CH3:11])=[C:5]2[N:4]=1)[CH3:2].